From a dataset of Reaction yield outcomes from USPTO patents with 853,638 reactions. Predict the reaction yield, written as a fraction of the theoretical maximum amount of product (1.0 means a 100% yield; for example, 0.34 means a 34% yield). (1) The reactants are [CH2:1]([N:3]([CH2:6][CH3:7])[CH2:4][CH3:5])[CH3:2].[C:8]([O:31][CH2:32][CH2:33][O:34][CH2:35][CH2:36][O:37][S:38]([C:41]1[CH:46]=[CH:45][C:44]([CH3:47])=[CH:43][CH:42]=1)(=[O:40])=[O:39])(=[O:30])[CH2:9][CH2:10][CH2:11][CH2:12][CH2:13][CH2:14][CH2:15][CH2:16][CH2:17][CH2:18][CH2:19][CH2:20][CH2:21][CH2:22][CH2:23][CH2:24][CH2:25][CH2:26][CH2:27][CH2:28][CH3:29]. The catalyst is C(#N)C. The product is [CH3:47][C:44]1[CH:43]=[CH:42][C:41]([S:38]([O-:40])(=[O:39])=[O:37])=[CH:46][CH:45]=1.[C:8]([O:31][CH2:32][CH2:33][O:34][CH2:35][CH2:36][N+:3]([CH2:6][CH3:7])([CH2:4][CH3:5])[CH2:1][CH3:2])(=[O:30])[CH2:9][CH2:10][CH2:11][CH2:12][CH2:13][CH2:14][CH2:15][CH2:16][CH2:17][CH2:18][CH2:19][CH2:20][CH2:21][CH2:22][CH2:23][CH2:24][CH2:25][CH2:26][CH2:27][CH2:28][CH3:29]. The yield is 0.880. (2) The reactants are C(OC([NH:8][C:9]1[S:13][C:12](Br)=[N:11][C:10]=1[C:15]([NH:17][C:18]1[CH:19]=[N:20][N:21]([CH3:40])[C:22]=1[N:23]1[CH2:29][C:28]([F:31])([F:30])[CH2:27][CH:26]([NH:32]C(=O)OC(C)(C)C)[CH2:25][CH2:24]1)=[O:16])=O)(C)(C)C.[F:41][C:42]1[CH:47]=[C:46]([O:48][CH3:49])[CH:45]=[C:44]([F:50])[C:43]=1B(O)O.ClCCl.C(=O)([O-])[O-].[Na+].[Na+].Cl.O1CCOCC1. The catalyst is COC.CO.C1C=CC(P(C2C=CC=CC=2)[C-]2C=CC=C2)=CC=1.C1C=CC(P(C2C=CC=CC=2)[C-]2C=CC=C2)=CC=1.Cl[Pd]Cl.[Fe+2].O. The product is [NH2:8][C:9]1[S:13][C:12]([C:43]2[C:42]([F:41])=[CH:47][C:46]([O:48][CH3:49])=[CH:45][C:44]=2[F:50])=[N:11][C:10]=1[C:15]([NH:17][C:18]1[CH:19]=[N:20][N:21]([CH3:40])[C:22]=1[N:23]1[CH2:24][CH2:25][CH:26]([NH2:32])[CH2:27][C:28]([F:30])([F:31])[CH2:29]1)=[O:16]. The yield is 0.0600. (3) The reactants are [CH:1]([C:4]1[CH:11]=[CH:10][C:7]([CH:8]=O)=[CH:6][CH:5]=1)([CH3:3])[CH3:2].[N:12]1[CH:17]=[CH:16][CH:15]=[C:14]([NH2:18])[N:13]=1.C([O:21][C:22](=O)[C:23]([OH:34])=[CH:24][C:25](=[O:33])[C:26]1[CH:31]=[CH:30][C:29]([CH3:32])=[CH:28][CH:27]=1)C. No catalyst specified. The product is [OH:34][C:23]1[C:22](=[O:21])[N:18]([C:14]2[N:13]=[N:12][CH:17]=[CH:16][CH:15]=2)[CH:8]([C:7]2[CH:10]=[CH:11][C:4]([CH:1]([CH3:3])[CH3:2])=[CH:5][CH:6]=2)[C:24]=1[C:25](=[O:33])[C:26]1[CH:31]=[CH:30][C:29]([CH3:32])=[CH:28][CH:27]=1. The yield is 0.0500. (4) The reactants are C([O:3][C:4](=[O:19])[CH:5]([O:16][CH2:17][CH3:18])[CH2:6][C:7]1[CH:8]=[C:9]2[C:13](=[CH:14][CH:15]=1)[NH:12][CH:11]=[CH:10]2)C.Br[CH2:21][C:22]1[N:23]=[C:24]([C:28]2[CH:33]=[CH:32][CH:31]=[CH:30][CH:29]=2)[S:25][C:26]=1[CH3:27]. No catalyst specified. The product is [CH2:17]([O:16][CH:5]([CH2:6][C:7]1[CH:8]=[C:9]2[C:13](=[CH:14][CH:15]=1)[N:12]([CH2:21][C:22]1[N:23]=[C:24]([C:28]3[CH:33]=[CH:32][CH:31]=[CH:30][CH:29]=3)[S:25][C:26]=1[CH3:27])[CH:11]=[CH:10]2)[C:4]([OH:3])=[O:19])[CH3:18]. The yield is 0.0100. (5) The reactants are [CH3:1][N:2]([CH2:13][C:14]1[NH:18][C:17]2[CH:19]=[CH:20][CH:21]=[C:22]([N+:23]([O-])=O)[C:16]=2[N:15]=1)[CH:3]1[C:12]2[N:11]=[CH:10][CH:9]=[CH:8][C:7]=2[CH2:6][CH2:5][CH2:4]1. The catalyst is CCO. The product is [NH2:23][C:22]1[C:16]2[N:15]=[C:14]([CH2:13][N:2]([CH3:1])[CH:3]3[C:12]4[N:11]=[CH:10][CH:9]=[CH:8][C:7]=4[CH2:6][CH2:5][CH2:4]3)[NH:18][C:17]=2[CH:19]=[CH:20][CH:21]=1. The yield is 1.00.